From a dataset of Peptide-MHC class I binding affinity with 185,985 pairs from IEDB/IMGT. Regression. Given a peptide amino acid sequence and an MHC pseudo amino acid sequence, predict their binding affinity value. This is MHC class I binding data. (1) The peptide sequence is DVKASMLEK. The MHC is HLA-B51:01 with pseudo-sequence HLA-B51:01. The binding affinity (normalized) is 0. (2) The peptide sequence is RAWGRRLMI. The MHC is HLA-B57:01 with pseudo-sequence HLA-B57:01. The binding affinity (normalized) is 0.514. (3) The peptide sequence is AITTPQMTL. The MHC is HLA-A03:01 with pseudo-sequence HLA-A03:01. The binding affinity (normalized) is 0.0847.